Predict the reaction yield, written as a fraction of the theoretical maximum amount of product (1.0 means a 100% yield; for example, 0.34 means a 34% yield). From a dataset of Reaction yield outcomes from USPTO patents with 853,638 reactions. No catalyst specified. The yield is 0.930. The reactants are [F:1][C:2]1[CH:3]=[C:4]([CH:7]=[CH:8][C:9]=1F)[CH:5]=[O:6].[C:11]1([OH:17])[CH:16]=[CH:15][CH:14]=[CH:13][CH:12]=1.C(=O)([O-])[O-:19].[K+].[K+].CC(=CC)C.P([O-])(O)(O)=O.[K+].Cl[O-].[Na+]. The product is [F:1][C:2]1[CH:3]=[C:4]([CH:7]=[CH:8][C:9]=1[O:17][C:11]1[CH:16]=[CH:15][CH:14]=[CH:13][CH:12]=1)[C:5]([OH:19])=[O:6].